Dataset: Forward reaction prediction with 1.9M reactions from USPTO patents (1976-2016). Task: Predict the product of the given reaction. (1) Given the reactants [H-].[Na+].[C:3]([CH:5]([CH:10]([C:21]1[CH:26]=[CH:25][CH:24]=[CH:23][C:22]=1[O:27][CH3:28])[C:11]1[C:20]2[C:15](=[CH:16][CH:17]=[CH:18][CH:19]=2)[CH:14]=[CH:13][CH:12]=1)[C:6]([O:8][CH3:9])=[O:7])#[N:4].[CH3:29][O:30][CH2:31]Cl, predict the reaction product. The product is: [C:3]([C@:5]([CH2:29][O:30][CH3:31])([C@H:10]([C:21]1[CH:26]=[CH:25][CH:24]=[CH:23][C:22]=1[O:27][CH3:28])[C:11]1[C:20]2[C:15](=[CH:16][CH:17]=[CH:18][CH:19]=2)[CH:14]=[CH:13][CH:12]=1)[C:6]([O:8][CH3:9])=[O:7])#[N:4]. (2) Given the reactants [Cl:1][C:2]1[CH:39]=[CH:38][C:5]([C:6]([N:8]([CH2:20][C:21]2[CH:26]=[CH:25][C:24]([O:27][CH2:28][C:29]3[CH:34]=[CH:33][C:32]([F:35])=[CH:31][CH:30]=3)=[C:23]([O:36][CH3:37])[CH:22]=2)[CH2:9][CH2:10][CH2:11][NH:12]C(=O)OC(C)(C)C)=[O:7])=[CH:4][CH:3]=1.Cl, predict the reaction product. The product is: [ClH:1].[NH2:12][CH2:11][CH2:10][CH2:9][N:8]([CH2:20][C:21]1[CH:26]=[CH:25][C:24]([O:27][CH2:28][C:29]2[CH:30]=[CH:31][C:32]([F:35])=[CH:33][CH:34]=2)=[C:23]([O:36][CH3:37])[CH:22]=1)[C:6](=[O:7])[C:5]1[CH:4]=[CH:3][C:2]([Cl:1])=[CH:39][CH:38]=1.